This data is from Catalyst prediction with 721,799 reactions and 888 catalyst types from USPTO. The task is: Predict which catalyst facilitates the given reaction. (1) Reactant: [CH3:1][C:2]1[O:3][C:4]([C:7]2[C:12](=[O:13])[NH:11][C:10]([C:14]([OH:16])=O)=[CH:9][CH:8]=2)=[CH:5][N:6]=1.[F:17][C:18]1[CH:27]=[C:26]2[C:21]([CH:22]=[CH:23][CH:24]=[C:25]2[O:28][CH2:29][CH2:30][NH:31][CH2:32][CH2:33]O)=[CH:20][CH:19]=1.C(N(CC)C(C)C)(C)C.F[P-](F)(F)(F)(F)F.N1(OC(N(C)C)=[N+](C)C)C2N=CC=CC=2N=N1.C(=O)(O)[O-].[Na+]. Product: [F:17][C:18]1[CH:27]=[C:26]2[C:21]([CH:22]=[CH:23][CH:24]=[C:25]2[O:28][CH2:29][CH2:30][N:31]2[CH2:32][CH2:33][N:11]3[C:12](=[O:13])[C:7]([C:4]4[O:3][C:2]([CH3:1])=[N:6][CH:5]=4)=[CH:8][CH:9]=[C:10]3[C:14]2=[O:16])=[CH:20][CH:19]=1. The catalyst class is: 4. (2) Reactant: [I:1][C:2]1[CH:7]=[CH:6][N:5]=[C:4]2[CH:8]=[N:9][NH:10][C:3]=12.Cl[CH2:12][C@H:13]1[CH2:17][O:16][C:15]([CH3:19])([CH3:18])[O:14]1.C(=O)([O-])[O-].[Cs+].[Cs+].O. Product: [CH3:18][C:15]1([CH3:19])[O:14][C@@H:13]([CH2:12][N:10]2[C:3]3[C:4](=[N:5][CH:6]=[CH:7][C:2]=3[I:1])[CH:8]=[N:9]2)[CH2:17][O:16]1. The catalyst class is: 589. (3) Reactant: C(=O)([O-])[O-].[Cs+].[Cs+].Br[CH2:8][CH3:9].CN(C=O)C.[Cl:15][C:16]1[N:21]([CH2:22][C:23]2[CH:28]=[CH:27][C:26]([Cl:29])=[CH:25][CH:24]=2)[C:20](=[O:30])[NH:19][C:18](=[O:31])[CH:17]=1. Product: [Cl:15][C:16]1[N:21]([CH2:22][C:23]2[CH:28]=[CH:27][C:26]([Cl:29])=[CH:25][CH:24]=2)[C:20](=[O:30])[N:19]([CH2:8][CH3:9])[C:18](=[O:31])[CH:17]=1. The catalyst class is: 6. (4) Reactant: [F:1][CH:2]([F:13])[O:3][C:4]1[CH:11]=[CH:10][C:7]([CH:8]=[O:9])=[CH:6][C:5]=1[OH:12].[CH2:14]1[CH2:24][CH2:23]N2C(=NCCC2)C[CH2:15]1.C1(CBr)CC1.O. Product: [CH:14]1([CH2:15][O:12][C:5]2[CH:6]=[C:7]([CH:10]=[CH:11][C:4]=2[O:3][CH:2]([F:13])[F:1])[CH:8]=[O:9])[CH2:23][CH2:24]1. The catalyst class is: 7.